From a dataset of NCI-60 drug combinations with 297,098 pairs across 59 cell lines. Regression. Given two drug SMILES strings and cell line genomic features, predict the synergy score measuring deviation from expected non-interaction effect. (1) Drug 1: CC1=C2C(C(=O)C3(C(CC4C(C3C(C(C2(C)C)(CC1OC(=O)C(C(C5=CC=CC=C5)NC(=O)OC(C)(C)C)O)O)OC(=O)C6=CC=CC=C6)(CO4)OC(=O)C)OC)C)OC. Drug 2: CNC(=O)C1=NC=CC(=C1)OC2=CC=C(C=C2)NC(=O)NC3=CC(=C(C=C3)Cl)C(F)(F)F. Cell line: HOP-92. Synergy scores: CSS=29.9, Synergy_ZIP=-6.25, Synergy_Bliss=-9.25, Synergy_Loewe=-7.11, Synergy_HSA=-6.42. (2) Drug 1: C1=CC(=CC=C1C#N)C(C2=CC=C(C=C2)C#N)N3C=NC=N3. Drug 2: CCN(CC)CCNC(=O)C1=C(NC(=C1C)C=C2C3=C(C=CC(=C3)F)NC2=O)C. Cell line: CAKI-1. Synergy scores: CSS=4.70, Synergy_ZIP=-3.17, Synergy_Bliss=-4.82, Synergy_Loewe=-7.74, Synergy_HSA=-6.29. (3) Drug 1: C(=O)(N)NO. Drug 2: C#CCC(CC1=CN=C2C(=N1)C(=NC(=N2)N)N)C3=CC=C(C=C3)C(=O)NC(CCC(=O)O)C(=O)O. Cell line: OVCAR-4. Synergy scores: CSS=0.0910, Synergy_ZIP=0.466, Synergy_Bliss=-0.245, Synergy_Loewe=-0.404, Synergy_HSA=-2.14. (4) Drug 1: CCC1(CC2CC(C3=C(CCN(C2)C1)C4=CC=CC=C4N3)(C5=C(C=C6C(=C5)C78CCN9C7C(C=CC9)(C(C(C8N6C=O)(C(=O)OC)O)OC(=O)C)CC)OC)C(=O)OC)O.OS(=O)(=O)O. Drug 2: CC(C)CN1C=NC2=C1C3=CC=CC=C3N=C2N. Cell line: HS 578T. Synergy scores: CSS=28.9, Synergy_ZIP=-1.36, Synergy_Bliss=1.64, Synergy_Loewe=-8.14, Synergy_HSA=-0.787. (5) Drug 2: C1CC(C1)(C(=O)O)C(=O)O.[NH2-].[NH2-].[Pt+2]. Cell line: SK-MEL-2. Synergy scores: CSS=12.7, Synergy_ZIP=1.28, Synergy_Bliss=5.62, Synergy_Loewe=-5.29, Synergy_HSA=3.03. Drug 1: CN(C)N=NC1=C(NC=N1)C(=O)N.